Dataset: NCI-60 drug combinations with 297,098 pairs across 59 cell lines. Task: Regression. Given two drug SMILES strings and cell line genomic features, predict the synergy score measuring deviation from expected non-interaction effect. (1) Drug 1: CCCCCOC(=O)NC1=NC(=O)N(C=C1F)C2C(C(C(O2)C)O)O. Drug 2: CC1CCC2CC(C(=CC=CC=CC(CC(C(=O)C(C(C(=CC(C(=O)CC(OC(=O)C3CCCCN3C(=O)C(=O)C1(O2)O)C(C)CC4CCC(C(C4)OC)O)C)C)O)OC)C)C)C)OC. Cell line: SK-MEL-5. Synergy scores: CSS=12.7, Synergy_ZIP=-1.10, Synergy_Bliss=0.315, Synergy_Loewe=-1.78, Synergy_HSA=0.807. (2) Drug 1: CC1C(C(CC(O1)OC2CC(CC3=C2C(=C4C(=C3O)C(=O)C5=C(C4=O)C(=CC=C5)OC)O)(C(=O)C)O)N)O.Cl. Drug 2: C(CN)CNCCSP(=O)(O)O. Cell line: UACC-257. Synergy scores: CSS=6.54, Synergy_ZIP=-2.98, Synergy_Bliss=1.88, Synergy_Loewe=-6.07, Synergy_HSA=2.14. (3) Drug 1: C1=NC2=C(N=C(N=C2N1C3C(C(C(O3)CO)O)O)F)N. Drug 2: CC1=C(C(=O)C2=C(C1=O)N3CC4C(C3(C2COC(=O)N)OC)N4)N. Cell line: SN12C. Synergy scores: CSS=39.9, Synergy_ZIP=-6.20, Synergy_Bliss=-2.50, Synergy_Loewe=-17.1, Synergy_HSA=0.680.